This data is from NCI-60 drug combinations with 297,098 pairs across 59 cell lines. The task is: Regression. Given two drug SMILES strings and cell line genomic features, predict the synergy score measuring deviation from expected non-interaction effect. (1) Drug 1: CC1=C(N=C(N=C1N)C(CC(=O)N)NCC(C(=O)N)N)C(=O)NC(C(C2=CN=CN2)OC3C(C(C(C(O3)CO)O)O)OC4C(C(C(C(O4)CO)O)OC(=O)N)O)C(=O)NC(C)C(C(C)C(=O)NC(C(C)O)C(=O)NCCC5=NC(=CS5)C6=NC(=CS6)C(=O)NCCC[S+](C)C)O. Drug 2: C1=NC2=C(N1)C(=S)N=CN2. Cell line: NCI-H226. Synergy scores: CSS=33.4, Synergy_ZIP=-15.6, Synergy_Bliss=-8.23, Synergy_Loewe=-2.41, Synergy_HSA=-0.656. (2) Drug 1: CC1C(C(=O)NC(C(=O)N2CCCC2C(=O)N(CC(=O)N(C(C(=O)O1)C(C)C)C)C)C(C)C)NC(=O)C3=C4C(=C(C=C3)C)OC5=C(C(=O)C(=C(C5=N4)C(=O)NC6C(OC(=O)C(N(C(=O)CN(C(=O)C7CCCN7C(=O)C(NC6=O)C(C)C)C)C)C(C)C)C)N)C. Drug 2: N.N.Cl[Pt+2]Cl. Cell line: RXF 393. Synergy scores: CSS=76.5, Synergy_ZIP=-1.68, Synergy_Bliss=-2.63, Synergy_Loewe=-17.5, Synergy_HSA=-1.40. (3) Drug 2: C1CCC(C(C1)N)N.C(=O)(C(=O)[O-])[O-].[Pt+4]. Synergy scores: CSS=30.5, Synergy_ZIP=-3.82, Synergy_Bliss=1.33, Synergy_Loewe=-3.83, Synergy_HSA=3.20. Drug 1: CC1CCC2CC(C(=CC=CC=CC(CC(C(=O)C(C(C(=CC(C(=O)CC(OC(=O)C3CCCCN3C(=O)C(=O)C1(O2)O)C(C)CC4CCC(C(C4)OC)OCCO)C)C)O)OC)C)C)C)OC. Cell line: TK-10. (4) Drug 1: CC(CN1CC(=O)NC(=O)C1)N2CC(=O)NC(=O)C2. Drug 2: CC1=C2C(C(=O)C3(C(CC4C(C3C(C(C2(C)C)(CC1OC(=O)C(C(C5=CC=CC=C5)NC(=O)OC(C)(C)C)O)O)OC(=O)C6=CC=CC=C6)(CO4)OC(=O)C)O)C)O. Cell line: RPMI-8226. Synergy scores: CSS=28.3, Synergy_ZIP=-8.99, Synergy_Bliss=-12.3, Synergy_Loewe=-21.9, Synergy_HSA=-10.3. (5) Drug 1: C1=C(C(=O)NC(=O)N1)N(CCCl)CCCl. Drug 2: CC1C(C(CC(O1)OC2CC(CC3=C2C(=C4C(=C3O)C(=O)C5=C(C4=O)C(=CC=C5)OC)O)(C(=O)CO)O)N)O.Cl. Cell line: MCF7. Synergy scores: CSS=47.7, Synergy_ZIP=-8.27, Synergy_Bliss=-7.91, Synergy_Loewe=-0.368, Synergy_HSA=1.93. (6) Drug 1: CC1=C2C(C(=O)C3(C(CC4C(C3C(C(C2(C)C)(CC1OC(=O)C(C(C5=CC=CC=C5)NC(=O)OC(C)(C)C)O)O)OC(=O)C6=CC=CC=C6)(CO4)OC(=O)C)O)C)O. Drug 2: CC(C)NC(=O)C1=CC=C(C=C1)CNNC.Cl. Cell line: MOLT-4. Synergy scores: CSS=69.7, Synergy_ZIP=4.66, Synergy_Bliss=1.74, Synergy_Loewe=-57.4, Synergy_HSA=0.133.